From a dataset of Full USPTO retrosynthesis dataset with 1.9M reactions from patents (1976-2016). Predict the reactants needed to synthesize the given product. (1) Given the product [CH3:27][N:28](/[CH:30]=[C:20]1\[CH2:21][C:16]([C:6]2[C:7]3[C:11]4[CH:12]=[CH:13][CH:14]=[CH:15][C:10]=4[O:9][C:8]=3[C:3]([O:2][CH3:1])=[CH:4][CH:5]=2)([C:23]#[N:24])[CH2:17][CH2:18][C:19]\1=[O:22])[CH3:29], predict the reactants needed to synthesize it. The reactants are: [CH3:1][O:2][C:3]1[C:8]2[O:9][C:10]3[CH:15]=[CH:14][CH:13]=[CH:12][C:11]=3[C:7]=2[C:6]([C:16]2([C:23]#[N:24])[CH2:21][CH2:20][C:19](=[O:22])[CH2:18][CH2:17]2)=[CH:5][CH:4]=1.CO[CH:27](OC)[N:28]([CH3:30])[CH3:29]. (2) Given the product [ClH:1].[C:23]([C:18]1[CH:19]=[CH:20][CH:21]=[CH:22][C:17]=1[C@@:10]([C:12]([O:14][CH2:15][CH3:16])=[O:13])([CH3:11])[NH2:9])#[N:24], predict the reactants needed to synthesize it. The reactants are: [ClH:1].C1(C(C2C=CC=CC=2)=[N:9][C@:10]([C:17]2[CH:22]=[CH:21][CH:20]=[CH:19][C:18]=2[C:23]#[N:24])([C:12]([O:14][CH2:15][CH3:16])=[O:13])[CH3:11])C=CC=CC=1.C(OCC)C. (3) Given the product [CH3:1][O:2][C:3](=[O:28])[C:4]1[C:9]([NH:10][C@@H:11]([CH2:15][CH3:16])[C@@H:12]([NH:30][CH3:29])[CH3:13])=[CH:8][C:7]([CH3:17])=[N:6][C:5]=1[O:18][C:19]1[C:24]([CH3:25])=[CH:23][C:22]([Cl:26])=[CH:21][C:20]=1[CH3:27], predict the reactants needed to synthesize it. The reactants are: [CH3:1][O:2][C:3](=[O:28])[C:4]1[C:9]([NH:10][CH:11]([CH2:15][CH3:16])[C:12](=O)[CH3:13])=[CH:8][C:7]([CH3:17])=[N:6][C:5]=1[O:18][C:19]1[C:24]([CH3:25])=[CH:23][C:22]([Cl:26])=[CH:21][C:20]=1[CH3:27].[CH3:29][NH2:30]. (4) Given the product [CH3:1][O:2][C:3]1[CH:10]=[CH:9][C:6]([CH2:7][N:13]2[C@H:12]([CH3:11])[C:18]3[CH:19]=[C:20]([C:23]([O:25][CH2:26][CH3:27])=[O:24])[CH:21]=[CH:22][C:17]=3[O:16][CH2:15][CH2:14]2)=[CH:5][CH:4]=1, predict the reactants needed to synthesize it. The reactants are: [CH3:1][O:2][C:3]1[CH:10]=[CH:9][C:6]([CH:7]=O)=[CH:5][CH:4]=1.[CH3:11][C@@H:12]1[C:18]2[CH:19]=[C:20]([C:23]([O:25][CH2:26][CH3:27])=[O:24])[CH:21]=[CH:22][C:17]=2[O:16][CH2:15][CH2:14][NH:13]1. (5) Given the product [C:31]([CH2:33][N:1]([CH2:14][C:16]1[N:17]([CH2:21][C:22]([OH:24])=[O:23])[CH:18]=[CH:19][N:20]=1)[CH2:2][CH2:3][C:4]1[CH:5]=[CH:6][C:7]([S:10](=[O:11])(=[O:12])[NH2:13])=[CH:8][CH:9]=1)([OH:32])=[O:30], predict the reactants needed to synthesize it. The reactants are: [NH2:1][CH2:2][CH2:3][C:4]1[CH:9]=[CH:8][C:7]([S:10]([NH2:13])(=[O:12])=[O:11])=[CH:6][CH:5]=1.[CH:14]([C:16]1[N:17]([CH2:21][C:22]([O:24]C(C)(C)C)=[O:23])[CH:18]=[CH:19][N:20]=1)=O.[BH-]([O:30][C:31]([CH3:33])=[O:32])([O:30][C:31]([CH3:33])=[O:32])[O:30][C:31]([CH3:33])=[O:32].[Na+].C(OC(C)(C)C)(=O)C=O. (6) Given the product [Br:21][C:22]1[CH:27]=[CH:26][C:25]([NH:28][C:29]([NH:11][C:10]2[CH:12]=[CH:13][CH:14]=[C:8]([C:6]3[C:5]([C:15]4[CH:16]=[CH:17][N:18]=[CH:19][CH:20]=4)=[N:4][N:3]([CH2:1][CH3:2])[CH:7]=3)[CH:9]=2)=[O:30])=[CH:24][CH:23]=1, predict the reactants needed to synthesize it. The reactants are: [CH2:1]([N:3]1[CH:7]=[C:6]([C:8]2[CH:9]=[C:10]([CH:12]=[CH:13][CH:14]=2)[NH2:11])[C:5]([C:15]2[CH:20]=[CH:19][N:18]=[CH:17][CH:16]=2)=[N:4]1)[CH3:2].[Br:21][C:22]1[CH:27]=[CH:26][C:25]([N:28]=[C:29]=[O:30])=[CH:24][CH:23]=1. (7) Given the product [C:1]([Si:5]([CH3:15])([CH3:14])[O:6][CH2:7][CH2:8][CH2:9][CH2:10][CH:11]([OH:12])[CH2:13][NH:16][C:17]1[CH:18]=[CH:19][C:20]2[S:25][CH2:24][C:23](=[O:26])[NH:22][C:21]=2[CH:27]=1)([CH3:4])([CH3:3])[CH3:2], predict the reactants needed to synthesize it. The reactants are: [C:1]([Si:5]([CH3:15])([CH3:14])[O:6][CH2:7][CH2:8][CH2:9][CH2:10][CH:11]1[CH2:13][O:12]1)([CH3:4])([CH3:3])[CH3:2].[NH2:16][C:17]1[CH:18]=[CH:19][C:20]2[S:25][CH2:24][C:23](=[O:26])[NH:22][C:21]=2[CH:27]=1. (8) Given the product [CH2:27]([O:29][CH2:30][C:31]1[N:12]([CH2:13][C:14]2([OH:19])[CH2:18][CH2:17][CH2:16][CH2:15]2)[C:11]2[C:10]3[CH:9]=[CH:8][CH:7]=[CH:6][C:5]=3[N:4]=[CH:3][C:2]=2[N:1]=1)[CH3:28], predict the reactants needed to synthesize it. The reactants are: [NH2:1][C:2]1[CH:3]=[N:4][C:5]2[C:10]([C:11]=1[NH:12][CH2:13][C:14]1([OH:19])[CH2:18][CH2:17][CH2:16][CH2:15]1)=[CH:9][CH:8]=[CH:7][CH:6]=2.C(N(CC)CC)C.[CH2:27]([O:29][CH2:30][C:31](Cl)=O)[CH3:28].